From a dataset of Peptide-MHC class I binding affinity with 185,985 pairs from IEDB/IMGT. Regression. Given a peptide amino acid sequence and an MHC pseudo amino acid sequence, predict their binding affinity value. This is MHC class I binding data. (1) The peptide sequence is RTLNAWVKVV. The MHC is HLA-A29:02 with pseudo-sequence HLA-A29:02. The binding affinity (normalized) is 0. (2) The peptide sequence is PNTNRAWNSL. The MHC is HLA-A32:01 with pseudo-sequence HLA-A32:01. The binding affinity (normalized) is 0.320. (3) The peptide sequence is CAAYYFMKFR. The MHC is HLA-A11:01 with pseudo-sequence HLA-A11:01. The binding affinity (normalized) is 0.614. (4) The peptide sequence is WLRAHPVAI. The MHC is HLA-B27:05 with pseudo-sequence HLA-B27:05. The binding affinity (normalized) is 0.213. (5) The peptide sequence is GQVQLKKPY. The MHC is HLA-B35:01 with pseudo-sequence HLA-B35:01. The binding affinity (normalized) is 0.0847. (6) The peptide sequence is SVNCFTSLVWAPL. The MHC is HLA-A68:02 with pseudo-sequence HLA-A68:02. The binding affinity (normalized) is 0.864.